This data is from Reaction yield outcomes from USPTO patents with 853,638 reactions. The task is: Predict the reaction yield, written as a fraction of the theoretical maximum amount of product (1.0 means a 100% yield; for example, 0.34 means a 34% yield). (1) The reactants are C([N:8]1[C:12]([CH3:14])([CH3:13])[CH2:11][CH:10]([CH2:15][N:16]2[C:24]3[C:19](=[N:20][C:21]([C:25]4[CH:26]=[N:27][N:28]([CH:30]5[CH2:35][CH2:34][CH2:33][CH2:32][O:31]5)[CH:29]=4)=[CH:22][CH:23]=3)[CH:18]=[CH:17]2)[CH2:9]1)C1C=CC=CC=1.C([O-])=O.[NH4+].C(OCC)(=O)C. The catalyst is CO.[OH-].[OH-].[Pd+2]. The product is [CH3:13][C:12]1([CH3:14])[NH:8][CH2:9][CH:10]([CH2:15][N:16]2[C:24]3[C:19](=[N:20][C:21]([C:25]4[CH:26]=[N:27][N:28]([CH:30]5[CH2:35][CH2:34][CH2:33][CH2:32][O:31]5)[CH:29]=4)=[CH:22][CH:23]=3)[CH:18]=[CH:17]2)[CH2:11]1. The yield is 0.874. (2) The reactants are [Cl:1][C:2]1[CH:7]=[CH:6][C:5]([S:8]([N:11]([C:15]2[C:16]([C:22](=[O:30])[C:23]3[CH:28]=[CH:27][CH:26]=[CH:25][C:24]=3[Cl:29])=[N:17][CH:18]=[C:19]([CH3:21])[CH:20]=2)COC)(=[O:10])=[O:9])=[CH:4][C:3]=1[C:31]([F:34])([F:33])[F:32].O. The catalyst is Cl.O1CCOCC1. The product is [Cl:1][C:2]1[CH:7]=[CH:6][C:5]([S:8]([NH:11][C:15]2[C:16]([C:22](=[O:30])[C:23]3[CH:28]=[CH:27][CH:26]=[CH:25][C:24]=3[Cl:29])=[N:17][CH:18]=[C:19]([CH3:21])[CH:20]=2)(=[O:10])=[O:9])=[CH:4][C:3]=1[C:31]([F:32])([F:34])[F:33]. The yield is 0.450. (3) The reactants are [Br:1][C:2]1[CH:18]=[CH:17][C:5]([CH2:6][NH:7][C:8](=[NH:16])[CH:9](OCC)OCC)=[CH:4][CH:3]=1.[OH-].[Na+]. The catalyst is S(=O)(=O)(O)O. The product is [Br:1][C:2]1[CH:18]=[C:17]2[C:5](=[CH:4][CH:3]=1)[CH:6]=[N:7][C:8]([NH2:16])=[CH:9]2. The yield is 0.400. (4) The reactants are [NH2:1][C:2]1[N:3]=[C:4]([C:20]2[CH:21]=[C:22]([O:26][CH2:27][C@@H:28]([NH:36]P(C3C=CC=CC=3)(C3C=CC=CC=3)=O)[CH2:29][CH2:30][C:31]3[S:32][CH:33]=[CH:34][N:35]=3)[CH:23]=[N:24][CH:25]=2)[CH:5]=[C:6]2[C:11]=1[CH:10]=[N:9][C:8]1[CH:12]=[C:13]([O:18][CH3:19])[C:14]([O:16][CH3:17])=[CH:15][C:7]2=1.C(=O)([O-])[O-]. The catalyst is C1COCC1. The product is [NH2:36][C@@H:28]([CH2:29][CH2:30][C:31]1[S:32][CH:33]=[CH:34][N:35]=1)[CH2:27][O:26][C:22]1[CH:21]=[C:20]([C:4]2[CH:5]=[C:6]3[C:11](=[C:2]([NH2:1])[N:3]=2)[CH:10]=[N:9][C:8]2[CH:12]=[C:13]([O:18][CH3:19])[C:14]([O:16][CH3:17])=[CH:15][C:7]3=2)[CH:25]=[N:24][CH:23]=1. The yield is 0.427.